Dataset: Forward reaction prediction with 1.9M reactions from USPTO patents (1976-2016). Task: Predict the product of the given reaction. (1) Given the reactants [F:1][C:2]([F:20])([F:19])[C:3]1[CH:8]=[CH:7][C:6]([CH:9]2[NH:18][CH2:17][CH2:16][C:15]3[N:14]=[CH:13][CH:12]=[CH:11][C:10]2=3)=[CH:5][CH:4]=1.[F:21][C:22]1[CH:27]=[CH:26][C:25]([N:28]=[C:29]=[O:30])=[CH:24][CH:23]=1, predict the reaction product. The product is: [F:21][C:22]1[CH:27]=[CH:26][C:25]([NH:28][C:29]([N:18]2[CH2:17][CH2:16][C:15]3[N:14]=[CH:13][CH:12]=[CH:11][C:10]=3[CH:9]2[C:6]2[CH:5]=[CH:4][C:3]([C:2]([F:1])([F:19])[F:20])=[CH:8][CH:7]=2)=[O:30])=[CH:24][CH:23]=1. (2) Given the reactants Br[C:2]1[N:3]=[C:4]([NH:10][C:11]2[CH:16]=[CH:15][C:14]([C@@H:17]3[C:22](=[O:23])[N:21]([CH3:24])[CH2:20][CH2:19][N:18]3[CH3:25])=[CH:13][CH:12]=2)[C:5](=[O:9])[N:6]([CH3:8])[CH:7]=1.[C:26]([O:29][CH2:30][C:31]1[C:32]([N:46]2[CH2:58][CH2:57][N:49]3[C:50]4[CH2:51][CH2:52][CH2:53][CH2:54][C:55]=4[CH:56]=[C:48]3[C:47]2=[O:59])=[N:33][CH:34]=[CH:35][C:36]=1B1OC(C)(C)C(C)(C)O1)(=[O:28])[CH3:27].CC([O-])=O.[Na+].[O-]P([O-])([O-])=O.[K+].[K+].[K+], predict the reaction product. The product is: [C:26]([O:29][CH2:30][C:31]1[C:32]([N:46]2[CH2:58][CH2:57][N:49]3[C:50]4[CH2:51][CH2:52][CH2:53][CH2:54][C:55]=4[CH:56]=[C:48]3[C:47]2=[O:59])=[N:33][CH:34]=[CH:35][C:36]=1[C:2]1[N:3]=[C:4]([NH:10][C:11]2[CH:16]=[CH:15][C:14]([C@@H:17]3[C:22](=[O:23])[N:21]([CH3:24])[CH2:20][CH2:19][N:18]3[CH3:25])=[CH:13][CH:12]=2)[C:5](=[O:9])[N:6]([CH3:8])[CH:7]=1)(=[O:28])[CH3:27]. (3) Given the reactants [Cl:1][C:2]1[CH:3]=[C:4]([CH:17]=[CH:18][C:19]=1[F:20])[C:5]([NH:7][C:8]1[N:13]=[CH:12][C:11]([N+:14]([O-])=O)=[CH:10][N:9]=1)=[O:6].[H][H], predict the reaction product. The product is: [NH2:14][C:11]1[CH:12]=[N:13][C:8]([NH:7][C:5](=[O:6])[C:4]2[CH:17]=[CH:18][C:19]([F:20])=[C:2]([Cl:1])[CH:3]=2)=[N:9][CH:10]=1. (4) Given the reactants [NH2:1][CH2:2][C:3]1[C:4]([CH3:13])=[C:5]([C:9]([CH3:12])=[CH:10][CH:11]=1)[C:6]([OH:8])=[O:7].C[Si](/N=C(/O[Si](C)(C)C)\C(F)(F)F)(C)C.CCN(CC)CC.[C:36](Cl)(=[O:41])[C:37]([CH3:40])([CH3:39])[CH3:38], predict the reaction product. The product is: [CH3:13][C:4]1[C:3]([CH2:2][NH:1][C:36](=[O:41])[C:37]([CH3:40])([CH3:39])[CH3:38])=[CH:11][CH:10]=[C:9]([CH3:12])[C:5]=1[C:6]([OH:8])=[O:7]. (5) Given the reactants CC(C)C(C1C=CC=CC=1)C([NH:6][C@@H:7]1[C@H:14]2[C@H:10]([CH2:11][N:12]([CH2:15][C:16]3[CH:21]=[CH:20][CH:19]=[C:18]([C:22]([F:25])([F:24])[F:23])[CH:17]=3)[CH2:13]2)[CH2:9][CH2:8]1)=O.C(N(CC)CC)C.[F:40][C:41]([F:53])([F:52])[C:42]1[CH:43]=[C:44]([S:48](Cl)(=[O:50])=[O:49])[CH:45]=[CH:46][CH:47]=1, predict the reaction product. The product is: [F:40][C:41]([F:53])([F:52])[C:42]1[CH:43]=[C:44]([S:48]([NH:6][C@@H:7]2[C@H:14]3[C@H:10]([CH2:11][N:12]([CH2:15][C:16]4[CH:21]=[CH:20][CH:19]=[C:18]([C:22]([F:25])([F:23])[F:24])[CH:17]=4)[CH2:13]3)[CH2:9][CH2:8]2)(=[O:50])=[O:49])[CH:45]=[CH:46][CH:47]=1. (6) Given the reactants I[C:2]1[C:3]([N:20]2[CH2:25][CH2:24][N:23]([C:26]([O:28][C:29]([CH3:32])([CH3:31])[CH3:30])=[O:27])[CH2:22][CH2:21]2)=[C:4]2[CH:10]=[N:9][N:8]([CH2:11][C:12]3[CH:17]=[CH:16][C:15]([O:18][CH3:19])=[CH:14][CH:13]=3)[C:5]2=[N:6][CH:7]=1.CC(C)(C(=O)CC(=O)C(C)(C)C)C.C([O-])([O-])=O.[Cs+].[Cs+].[F:52][C:53]1[CH:54]=[C:55]([OH:59])[CH:56]=[CH:57][CH:58]=1, predict the reaction product. The product is: [F:52][C:53]1[CH:54]=[C:55]([CH:56]=[CH:57][CH:58]=1)[O:59][C:2]1[C:3]([N:20]2[CH2:25][CH2:24][N:23]([C:26]([O:28][C:29]([CH3:32])([CH3:31])[CH3:30])=[O:27])[CH2:22][CH2:21]2)=[C:4]2[CH:10]=[N:9][N:8]([CH2:11][C:12]3[CH:17]=[CH:16][C:15]([O:18][CH3:19])=[CH:14][CH:13]=3)[C:5]2=[N:6][CH:7]=1. (7) The product is: [F:1][C:2]([F:7])([F:6])[C:3]([OH:5])=[O:4].[NH2:17][C:18]1[NH:19][C:20]2[CH:26]=[C:25]([NH:27][C:28](=[O:44])[C:29]([N:31]3[CH2:36][CH2:35][CH:34]([CH2:37][C:38]4[CH:43]=[CH:42][CH:41]=[CH:40][CH:39]=4)[CH2:33][CH2:32]3)=[O:30])[CH:24]=[CH:23][C:21]=2[N:22]=1. Given the reactants [F:1][C:2]([F:7])([F:6])[C:3]([OH:5])=[O:4].ClCCl.C(OC(=O)[NH:17][C:18]1[NH:22][C:21]2[CH:23]=[CH:24][C:25]([NH:27][C:28](=[O:44])[C:29]([N:31]3[CH2:36][CH2:35][CH:34]([CH2:37][C:38]4[CH:43]=[CH:42][CH:41]=[CH:40][CH:39]=4)[CH2:33][CH2:32]3)=[O:30])=[CH:26][C:20]=2[N:19]=1)(C)(C)C, predict the reaction product.